This data is from Full USPTO retrosynthesis dataset with 1.9M reactions from patents (1976-2016). The task is: Predict the reactants needed to synthesize the given product. (1) Given the product [CH2:18]1[C:26]2[C:21](=[CH:22][CH:23]=[CH:24][CH:25]=2)[CH2:20][CH:19]1[NH:27][C:28]1[N:29]=[CH:30][C:31]2[CH2:36][N:35]([C:37](=[O:44])[CH2:38][CH2:39][CH2:40][CH2:41][C:42]3[NH:43][N:13]=[N:12][N:11]=3)[CH2:34][C:32]=2[N:33]=1, predict the reactants needed to synthesize it. The reactants are: C([Sn](CCCC)=O)CCC.[N:11]([Si](C)(C)C)=[N+:12]=[N-:13].[CH2:18]1[C:26]2[C:21](=[CH:22][CH:23]=[CH:24][CH:25]=2)[CH2:20][CH:19]1[NH:27][C:28]1[N:29]=[CH:30][C:31]2[CH2:36][N:35]([C:37](=[O:44])[CH2:38][CH2:39][CH2:40][CH2:41][C:42]#[N:43])[CH2:34][C:32]=2[N:33]=1. (2) Given the product [Cl:22][C:17]1[CH:16]=[C:15]([S:14][CH2:13][C:12]2[NH:7][CH2:6][CH2:5][N:8]=2)[CH:20]=[C:19]([Cl:21])[CH:18]=1, predict the reactants needed to synthesize it. The reactants are: C[Al](C)C.[CH2:5]([NH2:8])[CH2:6][NH2:7].C(O[C:12](=O)[CH2:13][S:14][C:15]1[CH:20]=[C:19]([Cl:21])[CH:18]=[C:17]([Cl:22])[CH:16]=1)C. (3) Given the product [C:19]([C:2]1[CH:3]=[C:4]([C:8]2[S:9][CH:10]=[C:11]([C:13]3[CH:18]=[CH:17][CH:16]=[CH:15][N:14]=3)[N:12]=2)[CH:5]=[CH:6][CH:7]=1)#[N:20], predict the reactants needed to synthesize it. The reactants are: I[C:2]1[CH:3]=[C:4]([C:8]2[S:9][CH:10]=[C:11]([C:13]3[CH:18]=[CH:17][CH:16]=[CH:15][N:14]=3)[N:12]=2)[CH:5]=[CH:6][CH:7]=1.[CH3:19][N:20](C)C=O. (4) Given the product [NH2:22][S:19]([C:10]1[CH:9]=[C:8]([CH:7]=[C:6]([NH:5][CH2:4][CH2:3][CH2:2][CH3:1])[C:11]=1[O:12][C:13]1[CH:18]=[CH:17][CH:16]=[CH:15][CH:14]=1)[C:23]([O:25][CH2:26][C:27]1[CH:32]=[CH:31][CH:30]=[CH:29][CH:28]=1)=[O:24])(=[O:21])=[O:20], predict the reactants needed to synthesize it. The reactants are: [CH3:1][CH2:2][CH2:3][CH2:4][NH:5][C:6]1[CH:7]=[C:8]([C:23]([OH:25])=[O:24])[CH:9]=[C:10]([S:19]([NH2:22])(=[O:21])=[O:20])[C:11]=1[O:12][C:13]1[CH:14]=[CH:15][CH:16]=[CH:17][CH:18]=1.[CH2:26](Cl)[C:27]1[CH:32]=[CH:31][CH:30]=[CH:29][CH:28]=1.C(N(CC)CC)C.